From a dataset of Forward reaction prediction with 1.9M reactions from USPTO patents (1976-2016). Predict the product of the given reaction. (1) Given the reactants COC1C=CC(C[N:8]([C:34]2[S:35][CH:36]=[CH:37][N:38]=2)[S:9]([C:12]2[CH:13]=[CH:14][C:15]3[N:20]([C:21]4[CH:26]=[CH:25][CH:24]=[CH:23][C:22]=4[C:27]4[CH:28]=[N:29][CH:30]=[N:31][CH:32]=4)[CH2:19][CH2:18][O:17][C:16]=3[CH:33]=2)(=[O:11])=[O:10])=CC=1.C(O)(C(F)(F)F)=O, predict the reaction product. The product is: [N:29]1[CH:28]=[C:27]([C:22]2[CH:23]=[CH:24][CH:25]=[CH:26][C:21]=2[N:20]2[CH2:19][CH2:18][O:17][C:16]3[CH:33]=[C:12]([S:9]([NH:8][C:34]4[S:35][CH:36]=[CH:37][N:38]=4)(=[O:10])=[O:11])[CH:13]=[CH:14][C:15]2=3)[CH:32]=[N:31][CH:30]=1. (2) Given the reactants [O:1]1[CH2:5][CH:4]=[CH:3][CH:2]1[C:6]1[C:7]([F:12])=[N:8][CH:9]=[CH:10][CH:11]=1, predict the reaction product. The product is: [F:12][C:7]1[C:6]([CH:2]2[CH2:3][CH2:4][CH2:5][O:1]2)=[CH:11][CH:10]=[CH:9][N:8]=1. (3) Given the reactants Cl[C:2]1[C:11]2[C:6](=[CH:7][C:8]([F:13])=[C:9]([F:12])[CH:10]=2)[N:5]=[CH:4][C:3]=1[C:14]#[N:15].[C:16]([O:20][CH3:21])(=[O:19])[CH2:17][SH:18].C([O-])([O-])=O.[K+].[K+], predict the reaction product. The product is: [NH2:15][C:14]1[C:3]2[CH:4]=[N:5][C:6]3[CH:7]=[C:8]([F:13])[C:9]([F:12])=[CH:10][C:11]=3[C:2]=2[S:18][C:17]=1[C:16]([O:20][CH3:21])=[O:19].